This data is from Forward reaction prediction with 1.9M reactions from USPTO patents (1976-2016). The task is: Predict the product of the given reaction. (1) Given the reactants [F:1][C:2]1[CH:3]=[CH:4][CH:5]=[C:6]2[C:10]=1[N:9]([C:11]1[N:15]=[C:14]([CH:16]3[CH2:21][CH2:20][N:19]([CH2:22][CH:23]4[CH2:26][N:25](C(OC(C)(C)C)=O)[CH2:24]4)[CH2:18][CH2:17]3)[O:13][N:12]=1)[N:8]=[C:7]2[CH:34]([CH3:36])[CH3:35].[F:37][C:38]([F:43])([F:42])[C:39]([OH:41])=[O:40], predict the reaction product. The product is: [F:37][C:38]([F:43])([F:42])[C:39]([OH:41])=[O:40].[F:37][C:38]([F:43])([F:42])[C:39]([OH:41])=[O:40].[NH:25]1[CH2:24][CH:23]([CH2:22][N:19]2[CH2:18][CH2:17][CH:16]([C:14]3[O:13][N:12]=[C:11]([N:9]4[C:10]5[C:6](=[CH:5][CH:4]=[CH:3][C:2]=5[F:1])[C:7]([CH:34]([CH3:36])[CH3:35])=[N:8]4)[N:15]=3)[CH2:21][CH2:20]2)[CH2:26]1. (2) Given the reactants CON(C)[C:4]([C:6]1[N:7]=[CH:8][N:9]([C:11]2[CH:16]=[CH:15][CH:14]=[C:13]([C:17]3[C:18]([Cl:23])=[N:19][CH:20]=[CH:21][CH:22]=3)[CH:12]=2)[CH:10]=1)=[O:5].[S:25]1[CH:29]=[CH:28][N:27]=[CH:26]1, predict the reaction product. The product is: [Cl:23][C:18]1[C:17]([C:13]2[CH:12]=[C:11]([N:9]3[CH:10]=[C:6]([C:4]([C:26]4[S:25][CH:29]=[CH:28][N:27]=4)=[O:5])[N:7]=[CH:8]3)[CH:16]=[CH:15][CH:14]=2)=[CH:22][CH:21]=[CH:20][N:19]=1.